Dataset: Full USPTO retrosynthesis dataset with 1.9M reactions from patents (1976-2016). Task: Predict the reactants needed to synthesize the given product. Given the product [CH3:1][C:2]1[CH:6]=[C:5]([CH2:7][NH:30][C:33](=[O:18])[O:39][C:35]([CH3:38])([CH3:37])[CH3:36])[O:4][N:3]=1, predict the reactants needed to synthesize it. The reactants are: [CH3:1][C:2]1[CH:6]=[C:5]([CH2:7]C(O)=O)[O:4][N:3]=1.C1(P(N=[N+]=[N-])(C2C=CC=CC=2)=[O:18])C=CC=CC=1.C([N:30]([CH2:33]C)CC)C.[C:35]([OH:39])([CH3:38])([CH3:37])[CH3:36].